Dataset: Reaction yield outcomes from USPTO patents with 853,638 reactions. Task: Predict the reaction yield, written as a fraction of the theoretical maximum amount of product (1.0 means a 100% yield; for example, 0.34 means a 34% yield). (1) The reactants are I[C:2]1[CH:8]=[C:7]([N+:9]([O-:11])=[O:10])[CH:6]=[CH:5][C:3]=1[NH2:4].[C:12]([C:14]1[CH:19]=[CH:18][CH:17]=[CH:16][N:15]=1)#[CH:13]. The catalyst is CN(C=O)C.CCN(CC)CC.O.Cl[Pd](Cl)([P](C1C=CC=CC=1)(C1C=CC=CC=1)C1C=CC=CC=1)[P](C1C=CC=CC=1)(C1C=CC=CC=1)C1C=CC=CC=1.[Cu]I. The product is [N+:9]([C:7]1[CH:6]=[CH:5][C:3]([NH2:4])=[C:2]([C:13]#[C:12][C:14]2[CH:19]=[CH:18][CH:17]=[CH:16][N:15]=2)[CH:8]=1)([O-:11])=[O:10]. The yield is 0.600. (2) The reactants are [F:1][C:2]([F:7])([F:6])[C:3]([OH:5])=[O:4].[C:8]([C:11]1[CH:16]=[CH:15][C:14]([NH:17][CH:18]([C:22]2[CH:27]=[CH:26][C:25]([O:28][CH:29]([CH3:31])[CH3:30])=[C:24]([O:32][CH3:33])[CH:23]=2)[C:19](O)=[O:20])=[CH:13][CH:12]=1)(=[NH:10])[NH2:9].O.ON1C2C=CC=CC=2N=N1.Cl.C(N=C=NCCCN(C)C)C.[C:57]([NH:65][NH2:66])(=[O:64])[C:58]1[CH:63]=[CH:62][N:61]=[CH:60][CH:59]=1. The catalyst is CN(C)C=O. The product is [F:1][C:2]([F:7])([F:6])[C:3]([OH:5])=[O:4].[CH:29]([O:28][C:25]1[CH:26]=[CH:27][C:22]([CH:18]([NH:17][C:14]2[CH:13]=[CH:12][C:11]([C:8]([NH2:9])=[NH:10])=[CH:16][CH:15]=2)[C:19](=[O:20])[NH:66][NH:65][C:57]([C:58]2[CH:63]=[CH:62][N:61]=[CH:60][CH:59]=2)=[O:64])=[CH:23][C:24]=1[O:32][CH3:33])([CH3:30])[CH3:31]. The yield is 0.580. (3) The product is [CH:21]([N:7]1[C@@H:5]([CH3:6])[C:4](=[O:3])[NH:18][C:17]2[CH:16]=[C:11]([C:12]([O:14][CH3:15])=[O:13])[CH:10]=[N:9][C:8]1=2)([CH3:23])[CH3:22]. The reactants are C([O:3][C:4](=O)[C@@H:5]([N:7]([CH:21]([CH3:23])[CH3:22])[C:8]1[C:17]([N+:18]([O-])=O)=[CH:16][C:11]([C:12]([O:14][CH3:15])=[O:13])=[CH:10][N:9]=1)[CH3:6])C.P(OC1C=CC=CC=1)(OC1C=CC=CC=1)OC1C=CC=CC=1. The catalyst is ClCCl.[NH4+].[O-][V](=O)=O.[Pt]. The yield is 0.940. (4) The product is [F:38][C:23]1[S:22][C:21]([C:18]2[CH:19]=[CH:20][C:15]([C:12]3[CH:11]=[CH:10][C:9]([C:6]4([C:4]([OH:5])=[O:3])[CH2:8][CH2:7]4)=[CH:14][CH:13]=3)=[CH:16][CH:17]=2)=[C:25]([NH:26][C:27]([O:29][CH:30]([C:32]2[C:36]([CH3:37])=[CH:35][S:34][CH:33]=2)[CH3:31])=[O:28])[CH:24]=1. The catalyst is C(O)(C)C. The reactants are C([O:3][C:4]([C:6]1([C:9]2[CH:14]=[CH:13][C:12]([C:15]3[CH:20]=[CH:19][C:18]([C:21]4[S:22][C:23]([F:38])=[CH:24][C:25]=4[NH:26][C:27]([O:29][CH:30]([C:32]4[C:36]([CH3:37])=[CH:35][S:34][CH:33]=4)[CH3:31])=[O:28])=[CH:17][CH:16]=3)=[CH:11][CH:10]=2)[CH2:8][CH2:7]1)=[O:5])C.[OH-].[Na+].Cl.O. The yield is 0.600. (5) The yield is 0.550. The reactants are [NH:1]1[CH2:5][CH2:4][CH2:3][C@@H:2]1[CH2:6][O:7][C:8]1[CH:25]=[CH:24][C:11]([O:12][C:13]2[CH:18]=[CH:17][C:16]([C:19]3[O:23][CH:22]=[N:21][CH:20]=3)=[CH:15][CH:14]=2)=[CH:10][CH:9]=1.[CH3:26][O:27][C:28](=[O:33])[CH2:29][CH2:30][CH2:31]Br. The product is [CH3:26][O:27][C:28](=[O:33])[CH2:29][CH2:30][CH2:31][N:1]1[CH2:5][CH2:4][CH2:3][C@@H:2]1[CH2:6][O:7][C:8]1[CH:25]=[CH:24][C:11]([O:12][C:13]2[CH:18]=[CH:17][C:16]([C:19]3[O:23][CH:22]=[N:21][CH:20]=3)=[CH:15][CH:14]=2)=[CH:10][CH:9]=1. The catalyst is ClCCl.C(N(CC)CC)C. (6) The reactants are [Br:1]Br.C1C=CC(P(C2C=CC=CC=2)C2C=CC=CC=2)=CC=1.[CH3:22][O:23][C:24]1[CH:29]=[CH:28][C:27]([CH2:30]O)=[CH:26][C:25]=1[O:32][C:33]([F:36])([F:35])[F:34]. The catalyst is C(Cl)Cl. The product is [Br:1][CH2:30][C:27]1[CH:28]=[CH:29][C:24]([O:23][CH3:22])=[C:25]([O:32][C:33]([F:36])([F:35])[F:34])[CH:26]=1. The yield is 0.840. (7) The reactants are [NH2:1][C:2]1[N:6]=[CH:5][N:4]([C:7]2[CH:14]=[CH:13][C:12](/[CH:15]=[CH:16]/[CH:17]([C:22]3[CH:27]=[C:26]([Cl:28])[C:25]([Cl:29])=[C:24]([Cl:30])[CH:23]=3)[C:18]([F:21])([F:20])[F:19])=[CH:11][C:8]=2[C:9]#[N:10])[N:3]=1.[CH:31]1([C:34](Cl)=[O:35])[CH2:33][CH2:32]1. The catalyst is C(Cl)Cl. The product is [C:9]([C:8]1[CH:11]=[C:12](/[CH:15]=[CH:16]/[CH:17]([C:22]2[CH:23]=[C:24]([Cl:30])[C:25]([Cl:29])=[C:26]([Cl:28])[CH:27]=2)[C:18]([F:19])([F:20])[F:21])[CH:13]=[CH:14][C:7]=1[N:4]1[CH:5]=[N:6][C:2]([N:1]([C:34]([CH:31]2[CH2:33][CH2:32]2)=[O:35])[C:34]([CH:31]2[CH2:33][CH2:32]2)=[O:35])=[N:3]1)#[N:10]. The yield is 0.790. (8) The reactants are [F:1][C:2]1[CH:3]=[C:4]([C:35]2[C:36]([C:41]#[N:42])=[CH:37][CH:38]=[CH:39][CH:40]=2)[CH:5]=[CH:6][C:7]=1[CH2:8][C:9]1[C:10](=[O:34])[N:11]([C@H:21]2[CH2:26][CH2:25][C@H:24]([O:27][CH:28]([CH3:33])[CH:29]([OH:32])[CH2:30][F:31])[CH2:23][CH2:22]2)[C:12]2[N:13]([N:18]=[CH:19][N:20]=2)[C:14]=1[CH2:15][CH2:16][CH3:17].[CH3:43]C(OI1(OC(C)=O)(OC(C)=O)OC(=O)C2C=CC=CC1=2)=O.C(=O)([O-])O.[Na+].S([O-])([O-])(=O)=S.[Na+].[Na+]. The catalyst is C(#N)C. The product is [F:1][C:2]1[CH:3]=[C:4]([C:35]2[C:36]([C:41]#[N:42])=[CH:37][CH:38]=[CH:39][CH:40]=2)[CH:5]=[CH:6][C:7]=1[CH2:8][C:9]1[C:10](=[O:34])[N:11]([C@H:21]2[CH2:22][CH2:23][C@H:24]([O:27][CH:28]([C:29]3([CH2:30][F:31])[CH2:43][O:32]3)[CH3:33])[CH2:25][CH2:26]2)[C:12]2[N:13]([N:18]=[CH:19][N:20]=2)[C:14]=1[CH2:15][CH2:16][CH3:17]. The yield is 0.520. (9) The yield is 1.00. No catalyst specified. The product is [NH2:8][C:9]1[CH:25]=[CH:24][C:12]2[N:13]=[C:14]([C:16]3[CH:17]=[CH:18][C:19]([OH:22])=[CH:20][CH:21]=3)[S:15][C:11]=2[CH:10]=1. The reactants are C([NH:8][C:9]1[CH:25]=[CH:24][C:12]2[N:13]=[C:14]([C:16]3[CH:21]=[CH:20][C:19]([O:22]C)=[CH:18][CH:17]=3)[S:15][C:11]=2[CH:10]=1)C1C=CC=CC=1.Cl.N1C=CC=CC=1.C([O-])(O)=O.[Na+].